Dataset: Forward reaction prediction with 1.9M reactions from USPTO patents (1976-2016). Task: Predict the product of the given reaction. (1) Given the reactants [CH3:1][C:2]1([CH3:12])[CH2:7][C:6](=O)[CH2:5][C:4]([CH3:11])([CH2:9][CH3:10])[NH:3]1.[OH-].[K+], predict the reaction product. The product is: [CH3:1][C:2]1([CH3:12])[CH2:7][CH2:6][CH2:5][C:4]([CH3:11])([CH2:9][CH3:10])[NH:3]1. (2) The product is: [CH2:5]([O:7][C:8](=[O:20])[C:9]1[CH:14]=[CH:13][C:12]([O:3][CH2:1][Cl:4])=[CH:11][CH:10]=1)[CH3:6]. Given the reactants [C:1]([Cl:4])(=[O:3])C.[CH2:5]([O:7][C:8](=[O:20])[C:9]1[CH:14]=[CH:13][C:12](OCS(C)=O)=[CH:11][CH:10]=1)[CH3:6], predict the reaction product. (3) The product is: [CH2:12]([O:14][C:15]([C:17]1[S:21][C:20]([NH:22][C:7](=[O:9])[C:6]2[CH:10]=[C:2]([Br:1])[CH:3]=[CH:4][C:5]=2[OH:11])=[N:19][C:18]=1[C:23]1[CH:28]=[CH:27][CH:26]=[CH:25][CH:24]=1)=[O:16])[CH3:13]. Given the reactants [Br:1][C:2]1[CH:10]=[C:6]([C:7]([OH:9])=O)[C:5]([OH:11])=[CH:4][CH:3]=1.[CH2:12]([O:14][C:15]([C:17]1[S:21][C:20]([NH2:22])=[N:19][C:18]=1[C:23]1[CH:28]=[CH:27][CH:26]=[CH:25][CH:24]=1)=[O:16])[CH3:13], predict the reaction product.